Predict which catalyst facilitates the given reaction. From a dataset of Catalyst prediction with 721,799 reactions and 888 catalyst types from USPTO. Reactant: [C:1]([O:5][C:6](=[O:40])[NH:7][C@H:8]([CH2:31][N:32]([O:36]C(=O)C)[C:33](=[O:35])[CH3:34])[CH2:9][C:10]1[CH:15]=[CH:14][C:13]([O:16][C:17]2[CH:22]=[CH:21][C:20]([O:23][C:24]3[CH:29]=[CH:28][C:27]([Cl:30])=[CH:26][CH:25]=3)=[CH:19][CH:18]=2)=[CH:12][CH:11]=1)([CH3:4])([CH3:3])[CH3:2].C[O-].[Na+]. Product: [C:1]([O:5][C:6](=[O:40])[NH:7][C@H:8]([CH2:31][N:32]([C:33](=[O:35])[CH3:34])[OH:36])[CH2:9][C:10]1[CH:11]=[CH:12][C:13]([O:16][C:17]2[CH:22]=[CH:21][C:20]([O:23][C:24]3[CH:25]=[CH:26][C:27]([Cl:30])=[CH:28][CH:29]=3)=[CH:19][CH:18]=2)=[CH:14][CH:15]=1)([CH3:4])([CH3:2])[CH3:3]. The catalyst class is: 5.